Dataset: Peptide-MHC class II binding affinity with 134,281 pairs from IEDB. Task: Regression. Given a peptide amino acid sequence and an MHC pseudo amino acid sequence, predict their binding affinity value. This is MHC class II binding data. (1) The peptide sequence is TGSRWCCWPVVPVAL. The MHC is HLA-DPA10103-DPB10401 with pseudo-sequence HLA-DPA10103-DPB10401. The binding affinity (normalized) is 0.248. (2) The peptide sequence is FPPNGTHSWEYWGAQ. The MHC is HLA-DPA10103-DPB10301 with pseudo-sequence HLA-DPA10103-DPB10301. The binding affinity (normalized) is 0.0352.